Dataset: Forward reaction prediction with 1.9M reactions from USPTO patents (1976-2016). Task: Predict the product of the given reaction. (1) Given the reactants Cl[CH:2]([C:4]1[CH:9]=[CH:8][C:7]([C:10]2([NH:13][C:14](=[O:16])[CH3:15])[CH2:12][CH2:11]2)=[CH:6][CH:5]=1)[CH3:3].Cl.Cl.[N:19]1[CH:24]=[CH:23][CH:22]=[N:21][C:20]=1[N:25]1[CH2:30][CH2:29][NH:28][CH2:27][CH2:26]1, predict the reaction product. The product is: [N:19]1[CH:24]=[CH:23][CH:22]=[N:21][C:20]=1[N:25]1[CH2:30][CH2:29][N:28]([CH:2]([C:4]2[CH:9]=[CH:8][C:7]([C:10]3([NH:13][C:14](=[O:16])[CH3:15])[CH2:12][CH2:11]3)=[CH:6][CH:5]=2)[CH3:3])[CH2:27][CH2:26]1. (2) Given the reactants [C:1]([O:5][C:6]([N:8]1[CH2:13][CH2:12][C:11](=O)[CH2:10][CH2:9]1)=[O:7])([CH3:4])([CH3:3])[CH3:2].[CH3:15][C:16]1[C:22]([CH3:23])=[CH:21][CH:20]=[CH:19][C:17]=1[NH2:18].C(O)(=O)C.C(O[BH-](OC(=O)C)OC(=O)C)(=O)C.[Na+].C(=O)(O)[O-].[Na+], predict the reaction product. The product is: [C:1]([O:5][C:6]([N:8]1[CH2:13][CH2:12][CH:11]([NH:18][C:17]2[CH:19]=[CH:20][CH:21]=[C:22]([CH3:23])[C:16]=2[CH3:15])[CH2:10][CH2:9]1)=[O:7])([CH3:4])([CH3:3])[CH3:2]. (3) Given the reactants C(N(CC)CC)C.[Cl:8][C:9]1[C:27]([C:28]([O:30][CH:31]([CH3:33])[CH3:32])=[O:29])=[CH:26][C:12]([NH:13][C:14]([N:16]2[N:21]([C:22](OC)=[O:23])[CH2:20][CH2:19][O:18][CH2:17]2)=[S:15])=[C:11]([F:34])[CH:10]=1, predict the reaction product. The product is: [Cl:8][C:9]1[CH:10]=[C:11]([F:34])[C:12]([N:13]2[C:14](=[S:15])[N:16]3[CH2:17][O:18][CH2:19][CH2:20][N:21]3[C:22]2=[O:23])=[CH:26][C:27]=1[C:28]([O:30][CH:31]([CH3:33])[CH3:32])=[O:29]. (4) Given the reactants [C:1]([CH2:3][C:4]([NH:6][C:7]1[CH:8]=[N:9][CH:10]=[CH:11][C:12]=1[N:13]1[CH2:18][CH2:17][N:16]([CH3:19])[CH2:15][CH2:14]1)=O)#[N:2].C([O-])(=O)C.[Na+].ClC(Cl)(Cl)[C:27]#[N:28].[OH2:31].[NH2:32][NH2:33], predict the reaction product. The product is: [NH2:2][C:1]1[C:3]([C:4]([NH:6][C:7]2[CH:8]=[N:9][CH:10]=[CH:11][C:12]=2[N:13]2[CH2:18][CH2:17][N:16]([CH3:19])[CH2:15][CH2:14]2)=[O:31])=[C:27]([NH2:28])[NH:33][N:32]=1. (5) Given the reactants [NH2:1][C:2]1[C:10]2[C:5](=[N:6][C:7]([C:11]3[CH:12]=[C:13]([CH:20]=[CH:21][C:22]=3[CH3:23])[C:14]([NH:16][CH:17]3[CH2:19][CH2:18]3)=[O:15])=[CH:8][CH:9]=2)[NH:4][N:3]=1.[CH2:24]([S:26](Cl)(=[O:28])=[O:27])[CH3:25], predict the reaction product. The product is: [CH:17]1([NH:16][C:14](=[O:15])[C:13]2[CH:20]=[CH:21][C:22]([CH3:23])=[C:11]([C:7]3[N:6]=[C:5]4[NH:4][N:3]=[C:2]([NH:1][S:26]([CH2:24][CH3:25])(=[O:28])=[O:27])[C:10]4=[CH:9][CH:8]=3)[CH:12]=2)[CH2:18][CH2:19]1.